Binary Classification. Given a T-cell receptor sequence (or CDR3 region) and an epitope sequence, predict whether binding occurs between them. From a dataset of TCR-epitope binding with 47,182 pairs between 192 epitopes and 23,139 TCRs. (1) The epitope is KLNVGDYFV. The TCR CDR3 sequence is CASSLRFGELFF. Result: 1 (the TCR binds to the epitope). (2) The epitope is KRWIILGLNK. The TCR CDR3 sequence is CASSVVSDNEQFF. Result: 1 (the TCR binds to the epitope). (3) The epitope is RAKFKQLL. The TCR CDR3 sequence is CASSNPRLDATGELFF. Result: 1 (the TCR binds to the epitope).